Dataset: Catalyst prediction with 721,799 reactions and 888 catalyst types from USPTO. Task: Predict which catalyst facilitates the given reaction. (1) Reactant: [C:1]1([CH2:7][C:8]([C@@H:10]2[CH2:14][CH2:13][CH2:12][O:11]2)=O)[CH:6]=[CH:5][CH:4]=[CH:3][CH:2]=1.[CH2:15]([O:17][C:18]1[CH:19]=[C:20]([CH:23]=[C:24]([N+:27]([O-:29])=[O:28])[C:25]=1[OH:26])[CH:21]=O)[CH3:16].[NH2:30][C:31]([NH2:33])=[O:32]. Product: [CH2:15]([O:17][C:18]1[CH:19]=[C:20]([CH:21]2[C:7]([C:1]3[CH:6]=[CH:5][CH:4]=[CH:3][CH:2]=3)=[C:8]([C@@H:10]3[CH2:14][CH2:13][CH2:12][O:11]3)[NH:33][C:31](=[O:32])[NH:30]2)[CH:23]=[C:24]([N+:27]([O-:29])=[O:28])[C:25]=1[OH:26])[CH3:16]. The catalyst class is: 361. (2) Reactant: [BH4-].[Na+].CO[CH:5]([O:13][CH3:14])[C:6]1[Se:10][C:9]([CH:11]=[O:12])=[CH:8][CH:7]=1.[C:15]([O:18]CC)(=[O:17])C. Product: [CH:11]([C:9]1[Se:10][C:6]([CH2:5][O:13][CH2:14][C:15]([OH:18])=[O:17])=[CH:7][CH:8]=1)=[O:12]. The catalyst class is: 5.